Dataset: Merck oncology drug combination screen with 23,052 pairs across 39 cell lines. Task: Regression. Given two drug SMILES strings and cell line genomic features, predict the synergy score measuring deviation from expected non-interaction effect. (1) Drug 1: O=C(NOCC(O)CO)c1ccc(F)c(F)c1Nc1ccc(I)cc1F. Drug 2: Cn1cc(-c2cnn3c(N)c(Br)c(C4CCCNC4)nc23)cn1. Cell line: SW837. Synergy scores: synergy=-177. (2) Drug 1: O=P1(N(CCCl)CCCl)NCCCO1. Drug 2: CC(C)CC(NC(=O)C(Cc1ccccc1)NC(=O)c1cnccn1)B(O)O. Cell line: SKMEL30. Synergy scores: synergy=7.19. (3) Drug 1: Cn1nnc2c(C(N)=O)ncn2c1=O. Drug 2: O=C(NOCC(O)CO)c1ccc(F)c(F)c1Nc1ccc(I)cc1F. Cell line: SKMEL30. Synergy scores: synergy=2.44. (4) Drug 1: O=S1(=O)NC2(CN1CC(F)(F)F)C1CCC2Cc2cc(C=CCN3CCC(C(F)(F)F)CC3)ccc2C1. Drug 2: CNC(=O)c1cc(Oc2ccc(NC(=O)Nc3ccc(Cl)c(C(F)(F)F)c3)cc2)ccn1. Cell line: LNCAP. Synergy scores: synergy=4.85. (5) Drug 1: Cn1nnc2c(C(N)=O)ncn2c1=O. Drug 2: NC(=O)c1cccc2cn(-c3ccc(C4CCCNC4)cc3)nc12. Cell line: DLD1. Synergy scores: synergy=30.3. (6) Drug 1: O=c1[nH]cc(F)c(=O)[nH]1. Drug 2: Cn1nnc2c(C(N)=O)ncn2c1=O. Cell line: COLO320DM. Synergy scores: synergy=8.62. (7) Drug 1: O=S1(=O)NC2(CN1CC(F)(F)F)C1CCC2Cc2cc(C=CCN3CCC(C(F)(F)F)CC3)ccc2C1. Drug 2: O=C(CCCCCCC(=O)Nc1ccccc1)NO. Cell line: OCUBM. Synergy scores: synergy=-7.24. (8) Drug 2: CNC(=O)c1cc(Oc2ccc(NC(=O)Nc3ccc(Cl)c(C(F)(F)F)c3)cc2)ccn1. Drug 1: Cc1nc(Nc2ncc(C(=O)Nc3c(C)cccc3Cl)s2)cc(N2CCN(CCO)CC2)n1. Synergy scores: synergy=5.15. Cell line: CAOV3. (9) Drug 1: NC1(c2ccc(-c3nc4ccn5c(=O)[nH]nc5c4cc3-c3ccccc3)cc2)CCC1. Drug 2: COC1=C2CC(C)CC(OC)C(O)C(C)C=C(C)C(OC(N)=O)C(OC)C=CC=C(C)C(=O)NC(=CC1=O)C2=O. Cell line: ZR751. Synergy scores: synergy=1.02.